From a dataset of Reaction yield outcomes from USPTO patents with 853,638 reactions. Predict the reaction yield, written as a fraction of the theoretical maximum amount of product (1.0 means a 100% yield; for example, 0.34 means a 34% yield). (1) The reactants are Br[C:2]1[NH:3][C:4]2[C:9]([C:10]=1[CH:11]1[CH2:16][CH2:15][CH2:14][CH2:13][CH2:12]1)=[CH:8][CH:7]=[C:6]([C:17]([O:19][CH3:20])=[O:18])[CH:5]=2.[O:21]1[CH2:26][CH2:25][CH2:24][CH2:23][CH:22]1[O:27][CH2:28][CH2:29][C:30]1[CH:35]=[CH:34][CH:33]=[CH:32][C:31]=1B(O)O.C(=O)([O-])O.[Na+]. The catalyst is COCCOC.O.C1C=CC([P]([Pd]([P](C2C=CC=CC=2)(C2C=CC=CC=2)C2C=CC=CC=2)([P](C2C=CC=CC=2)(C2C=CC=CC=2)C2C=CC=CC=2)[P](C2C=CC=CC=2)(C2C=CC=CC=2)C2C=CC=CC=2)(C2C=CC=CC=2)C2C=CC=CC=2)=CC=1. The product is [CH:11]1([C:10]2[C:9]3[C:4](=[CH:5][C:6]([C:17]([O:19][CH3:20])=[O:18])=[CH:7][CH:8]=3)[NH:3][C:2]=2[C:31]2[CH:32]=[CH:33][CH:34]=[CH:35][C:30]=2[CH2:29][CH2:28][O:27][CH:22]2[CH2:23][CH2:24][CH2:25][CH2:26][O:21]2)[CH2:16][CH2:15][CH2:14][CH2:13][CH2:12]1. The yield is 0.772. (2) The reactants are [Br:1][C:2]1[CH:3]=[CH:4][C:5](I)=[C:6]([CH:8]=1)[NH2:7].C(=O)([O-])[O-].[K+].[K+].[C:16]1(B(O)O)[CH:21]=[CH:20][CH:19]=[CH:18][CH:17]=1. The catalyst is O1CCOCC1. The product is [Br:1][C:2]1[CH:3]=[CH:4][C:5]([C:16]2[CH:21]=[CH:20][CH:19]=[CH:18][CH:17]=2)=[C:6]([NH2:7])[CH:8]=1. The yield is 0.530.